Dataset: Forward reaction prediction with 1.9M reactions from USPTO patents (1976-2016). Task: Predict the product of the given reaction. (1) Given the reactants C([N:8]1[CH2:17][CH2:16][C:15]2[N:14]=[C:13]([CH:18]3[CH2:20][CH2:19]3)[CH:12]=[CH:11][C:10]=2[CH2:9]1)C1C=CC=CC=1.[Cl:21]C(OC(Cl)C)=O, predict the reaction product. The product is: [ClH:21].[CH:18]1([C:13]2[CH:12]=[CH:11][C:10]3[CH2:9][NH:8][CH2:17][CH2:16][C:15]=3[N:14]=2)[CH2:20][CH2:19]1. (2) Given the reactants [CH2:1]([C:4]1[CH:9]=[CH:8][C:7]([S:10](Cl)(=[O:12])=[O:11])=[CH:6][CH:5]=1)[CH2:2][CH3:3].N1C=CC=CC=1.N#N.[NH2:22][C:23]1[CH:24]=[CH:25][C:26]2[O:30][N:29]=[CH:28][C:27]=2[CH:31]=1.C([O-])(O)=O.[Na+], predict the reaction product. The product is: [O:30]1[C:26]2[CH:25]=[CH:24][C:23]([NH:22][S:10]([C:7]3[CH:8]=[CH:9][C:4]([CH2:1][CH2:2][CH3:3])=[CH:5][CH:6]=3)(=[O:12])=[O:11])=[CH:31][C:27]=2[CH:28]=[N:29]1. (3) Given the reactants [OH:1][C@@:2]12[CH2:21][C@@H:20]([O:22][CH2:23][O:24][CH3:25])[CH2:19][C@H:12]3[O:13][C:14]([CH3:18])([CH3:17])[O:15][CH2:16][C@@:11]13[CH:10]1[CH:5]([C@@:6]3([O:46][CH2:47][O:48][CH3:49])[CH2:32][CH2:31][C@H:30]([CH2:33]OS(C4C=CC(C)=CC=4)(=O)=O)[C@@:7]3([CH3:45])[CH2:8][C@H:9]1[O:26][CH2:27][O:28][CH3:29])[CH2:4][CH2:3]2.[N-:50]=[N+:51]=[N-:52].[Na+], predict the reaction product. The product is: [N:50]([CH2:33][C@@H:30]1[C@@:7]2([CH3:45])[CH2:8][C@@H:9]([O:26][CH2:27][O:28][CH3:29])[CH:10]3[C@:11]45[C@@:2]([OH:1])([CH2:21][C@@H:20]([O:22][CH2:23][O:24][CH3:25])[CH2:19][C@H:12]4[O:13][C:14]([CH3:17])([CH3:18])[O:15][CH2:16]5)[CH2:3][CH2:4][CH:5]3[C@@:6]2([O:46][CH2:47][O:48][CH3:49])[CH2:32][CH2:31]1)=[N+:51]=[N-:52]. (4) Given the reactants [NH2:1][C:2]1[CH:11]=[C:10]2[C:5]([CH:6]([CH2:12][CH2:13][CH2:14][CH3:15])[O:7][C:8]2=[O:9])=[CH:4][CH:3]=1.[C:16](O[C:16](=[O:21])[CH2:17][CH2:18][CH2:19][CH3:20])(=[O:21])[CH2:17][CH2:18][CH2:19][CH3:20], predict the reaction product. The product is: [CH2:12]([CH:6]1[C:5]2[C:10](=[CH:11][C:2]([NH:1][C:16](=[O:21])[CH2:17][CH2:18][CH2:19][CH3:20])=[CH:3][CH:4]=2)[C:8](=[O:9])[O:7]1)[CH2:13][CH2:14][CH3:15]. (5) Given the reactants [F:1][C:2]1[C:7]([C:8]([F:11])([F:10])[F:9])=[CH:6][CH:5]=[CH:4][C:3]=1[C:12]1[O:13][CH:14]=[C:15]([CH2:17][N:18]2[CH:22]=[C:21]([C:23]([O:25]CC)=[O:24])[CH:20]=[N:19]2)[N:16]=1.[OH-].[Na+].C(O)C.Cl, predict the reaction product. The product is: [F:1][C:2]1[C:7]([C:8]([F:9])([F:10])[F:11])=[CH:6][CH:5]=[CH:4][C:3]=1[C:12]1[O:13][CH:14]=[C:15]([CH2:17][N:18]2[CH:22]=[C:21]([C:23]([OH:25])=[O:24])[CH:20]=[N:19]2)[N:16]=1. (6) Given the reactants [NH2:1][C:2]([C:4]1[NH:8][CH:7]=[N:6][C:5]=1[NH:9][CH2:10][C:11]1[C:19]2[C:14](=[CH:15][CH:16]=[C:17]([Cl:20])[CH:18]=2)[N:13]([C:21]([O:23][C:24]([CH3:27])([CH3:26])[CH3:25])=[O:22])[CH:12]=1)=[O:3].C(N=[C:37]=[S:38])(=O)C1C=CC=CC=1, predict the reaction product. The product is: [Cl:20][C:17]1[CH:18]=[C:19]2[C:14](=[CH:15][CH:16]=1)[N:13]([C:21]([O:23][C:24]([CH3:27])([CH3:26])[CH3:25])=[O:22])[CH:12]=[C:11]2[CH2:10][N:9]1[C:5]2[N:6]=[CH:7][NH:8][C:4]=2[C:2](=[O:3])[NH:1][C:37]1=[S:38]. (7) Given the reactants [C:1]([C:4]1[C:13]([OH:14])=[CH:12][C:11]2[C:6](=[CH:7][CH:8]=[CH:9][CH:10]=2)[N:5]=1)(=[O:3])[CH3:2].Cl[C:16]1[C:25]2[C:20](=[CH:21][C:22]([O:28][CH3:29])=[C:23]([O:26][CH3:27])[CH:24]=2)[N:19]=[CH:18][CH:17]=1.O, predict the reaction product. The product is: [CH3:27][O:26][C:23]1[CH:24]=[C:25]2[C:20](=[CH:21][C:22]=1[O:28][CH3:29])[N:19]=[CH:18][CH:17]=[C:16]2[O:14][C:13]1[C:4]([C:1](=[O:3])[CH3:2])=[N:5][C:6]2[C:11]([CH:12]=1)=[CH:10][CH:9]=[CH:8][CH:7]=2. (8) Given the reactants CON(C)[C:4]([C:6]1[C:11]([CH2:12][N:13]([CH2:20][C:21]2[CH:26]=[C:25]([C:27]([F:30])([F:29])[F:28])[CH:24]=[C:23]([C:31]([F:34])([F:33])[F:32])[CH:22]=2)[C:14]2[N:15]=[N:16][N:17]([CH3:19])[N:18]=2)=[CH:10][C:9]([C:35]([F:38])([F:37])[F:36])=[CH:8][N:7]=1)=[O:5].[NH4+].[Cl-], predict the reaction product. The product is: [F:29][C:27]([F:30])([F:28])[C:25]1[CH:26]=[C:21]([CH:22]=[C:23]([C:31]([F:34])([F:33])[F:32])[CH:24]=1)[CH2:20][N:13]([CH2:12][C:11]1[C:6]([C:4]([CH:21]2[CH2:26][CH2:25][CH2:24][CH2:23][CH2:22]2)=[O:5])=[N:7][CH:8]=[C:9]([C:35]([F:36])([F:38])[F:37])[CH:10]=1)[C:14]1[N:15]=[N:16][N:17]([CH3:19])[N:18]=1. (9) Given the reactants C[Mg]Br.C([O:6][CH2:7][CH3:8])C.[Br:9][C:10]1[CH:17]=[CH:16][C:13](C=O)=[C:12]([CH3:18])[CH:11]=1.[Cl-].[NH4+], predict the reaction product. The product is: [Br:9][C:10]1[CH:17]=[CH:16][C:13]([CH:7]([OH:6])[CH3:8])=[C:12]([CH3:18])[CH:11]=1.